Dataset: Forward reaction prediction with 1.9M reactions from USPTO patents (1976-2016). Task: Predict the product of the given reaction. (1) Given the reactants [N:1]1([CH2:6][C:7]2[CH:14]=[CH:13][C:10]([CH:11]=O)=[CH:9][CH:8]=2)[CH:5]=[N:4][CH:3]=[N:2]1.[NH2:15][C:16]1[N:17]=[N:18][C:19]([CH3:22])=[CH:20][CH:21]=1.C([O:25][C:26](=O)[C:27]([OH:40])=[CH:28][C:29]([C:31]1[CH:36]=[CH:35][C:34]([CH:37]([CH3:39])[CH3:38])=[CH:33][CH:32]=1)=[O:30])C, predict the reaction product. The product is: [OH:40][C:27]1[C:26](=[O:25])[N:15]([C:16]2[N:17]=[N:18][C:19]([CH3:22])=[CH:20][CH:21]=2)[CH:11]([C:10]2[CH:13]=[CH:14][C:7]([CH2:6][N:1]3[CH:5]=[N:4][CH:3]=[N:2]3)=[CH:8][CH:9]=2)[C:28]=1[C:29](=[O:30])[C:31]1[CH:36]=[CH:35][C:34]([CH:37]([CH3:39])[CH3:38])=[CH:33][CH:32]=1. (2) The product is: [Br:1][C:2]1[CH:3]=[CH:4][C:5]([C:8]2[CH2:14][CH:15]([CH2:16][OH:17])[O:10][N:9]=2)=[N:6][CH:7]=1. Given the reactants [Br:1][C:2]1[CH:3]=[CH:4][C:5]([CH:8]=[N:9][OH:10])=[N:6][CH:7]=1.ClN1[C:16](=[O:17])[CH2:15][CH2:14]C1=O.C(O)C=C.CCN(CC)CC, predict the reaction product. (3) Given the reactants Cl.[CH3:2][C:3]([CH3:32])([CH3:31])[CH2:4][C:5]1[N:6]=[C:7]([C:16]([OH:30])([CH3:29])[CH2:17][C:18]2[CH:23]=[CH:22][C:21]([N:24]3[CH:28]=[CH:27][CH:26]=[N:25]3)=[CH:20][CH:19]=2)[N:8](S(N(C)C)(=O)=O)[CH:9]=1, predict the reaction product. The product is: [CH3:2][C:3]([CH3:32])([CH3:31])[CH2:4][C:5]1[N:6]=[C:7]([C:16]([OH:30])([CH3:29])[CH2:17][C:18]2[CH:23]=[CH:22][C:21]([N:24]3[CH:28]=[CH:27][CH:26]=[N:25]3)=[CH:20][CH:19]=2)[NH:8][CH:9]=1.